Dataset: Reaction yield outcomes from USPTO patents with 853,638 reactions. Task: Predict the reaction yield, written as a fraction of the theoretical maximum amount of product (1.0 means a 100% yield; for example, 0.34 means a 34% yield). (1) The reactants are O=P(Cl)(Cl)Cl.[CH2:6]([O:12][C:13]1[C:22]2[C:17](=[CH:18][CH:19]=[CH:20][CH:21]=2)[CH:16]=[CH:15][CH:14]=1)[CH2:7][CH2:8][CH2:9][CH2:10][CH3:11].[C:23](O[Na])(C)=[O:24].O. The product is [CH2:6]([O:12][C:13]1[C:22]2[C:17](=[CH:18][CH:19]=[CH:20][CH:21]=2)[C:16]([CH:23]=[O:24])=[CH:15][CH:14]=1)[CH2:7][CH2:8][CH2:9][CH2:10][CH3:11]. The catalyst is CN(C=O)C. The yield is 0.470. (2) The reactants are C(OC([N:11]1[CH2:15][CH:14]2[CH:16]([OH:20])[CH:17]([F:19])[CH2:18][CH:13]2[CH2:12]1)=O)C1C=CC=CC=1.[H][H]. The catalyst is O1CCCC1.CO.[OH-].[OH-].[Pd+2]. The product is [F:19][CH:17]1[CH2:18][CH:13]2[CH2:12][NH:11][CH2:15][CH:14]2[CH:16]1[OH:20]. The yield is 1.00. (3) The reactants are [OH:1][CH2:2][C:3]1[CH:21]=[CH:20][C:6]([NH:7][CH:8]=[C:9]([C:15]([O:17][CH2:18][CH3:19])=[O:16])[C:10]([O:12][CH2:13][CH3:14])=[O:11])=[C:5]([I:22])[CH:4]=1.[C:23](OC(=O)C)(=[O:25])[CH3:24].O. The catalyst is C(O)(=O)C. The product is [C:23]([O:1][CH2:2][C:3]1[CH:21]=[CH:20][C:6]([NH:7][CH:8]=[C:9]([C:15]([O:17][CH2:18][CH3:19])=[O:16])[C:10]([O:12][CH2:13][CH3:14])=[O:11])=[C:5]([I:22])[CH:4]=1)(=[O:25])[CH3:24]. The yield is 0.870. (4) The reactants are [CH3:1][O:2][C:3](=[O:11])[C:4]1[CH:9]=[CH:8][C:7]([OH:10])=[CH:6][CH:5]=1.N1C=CC=CC=1.[CH3:18][S:19](Cl)(=[O:21])=[O:20]. The catalyst is C1COCC1. The product is [CH3:1][O:2][C:3](=[O:11])[C:4]1[CH:9]=[CH:8][C:7]([O:10][S:19]([CH3:18])(=[O:21])=[O:20])=[CH:6][CH:5]=1. The yield is 0.950. (5) The reactants are [C:1]([C:3]1[CH:8]=[CH:7][CH:6]=[CH:5][C:4]=1[C:9]1[CH:14]=[CH:13][C:12]([CH2:15][C:16]2[C:17](=[O:39])[N:18]([C@H:28]3[CH2:33][CH2:32][C@H:31]([O:34][CH2:35][C:36](O)=[O:37])[CH2:30][CH2:29]3)[C:19]3[N:20]([N:25]=[CH:26][N:27]=3)[C:21]=2[CH2:22][CH2:23][CH3:24])=[CH:11][CH:10]=1)#[N:2].[NH:40]([C:42](OC(C)(C)C)=O)[NH2:41].Cl.C(N=C=NCCCN(C)C)C.ON1C2C=CC=CC=2N=N1. The catalyst is O.C(OCC)(=O)C.CN(C=O)C. The product is [O:37]1[CH:42]=[N:40][N:41]=[C:36]1[CH2:35][O:34][C@H:31]1[CH2:32][CH2:33][C@H:28]([N:18]2[C:17](=[O:39])[C:16]([CH2:15][C:12]3[CH:13]=[CH:14][C:9]([C:4]4[C:3]([C:1]#[N:2])=[CH:8][CH:7]=[CH:6][CH:5]=4)=[CH:10][CH:11]=3)=[C:21]([CH2:22][CH2:23][CH3:24])[N:20]3[N:25]=[CH:26][N:27]=[C:19]23)[CH2:29][CH2:30]1. The yield is 0.370. (6) The reactants are [CH3:1][O:2][C:3]([C:5]1[CH:13]=[C:12]2[C:8]([C:9]([CH:16]=[O:17])=[CH:10][N:11]2[CH2:14][CH3:15])=[CH:7][CH:6]=1)=[O:4].CC1C=CC(S([CH2:28][N+:29]#[C-:30])(=O)=O)=CC=1.C([O-])([O-])=O.[K+].[K+]. The catalyst is CO. The product is [CH2:14]([N:11]1[C:12]2[C:8](=[CH:7][CH:6]=[C:5]([C:3]([O:2][CH3:1])=[O:4])[CH:13]=2)[C:9]([C:16]2[O:17][CH:30]=[N:29][CH:28]=2)=[CH:10]1)[CH3:15]. The yield is 0.230. (7) The reactants are [NH2:1][C:2]1[N:7]=[CH:6][C:5]([N:8]2[CH2:13][CH2:12][N:11]3[CH2:14][CH2:15][CH2:16][CH2:17][CH:10]3[C:9]2=[O:18])=[CH:4][CH:3]=1.[CH3:19][N:20]([CH3:39])[C:21]([C:23]1[N:32]([CH:33]2[CH2:38][CH2:37][CH2:36][CH2:35][CH2:34]2)[C:26]2[N:27]=[C:28](Cl)[N:29]=[CH:30][C:25]=2[CH:24]=1)=[O:22]. No catalyst specified. The product is [CH3:19][N:20]([CH3:39])[C:21]([C:23]1[N:32]([CH:33]2[CH2:38][CH2:37][CH2:36][CH2:35][CH2:34]2)[C:26]2[N:27]=[C:28]([NH:1][C:2]3[CH:3]=[CH:4][C:5]([N:8]4[CH2:13][CH2:12][N:11]5[CH2:14][CH2:15][CH2:16][CH2:17][CH:10]5[C:9]4=[O:18])=[CH:6][N:7]=3)[N:29]=[CH:30][C:25]=2[CH:24]=1)=[O:22]. The yield is 0.160. (8) The reactants are Br[C:2]1[C:3]([F:8])=[N:4][CH:5]=[CH:6][CH:7]=1.[CH3:9][N:10]1[CH2:15][CH2:14][CH:13]=[CH:12][C:11]1=[O:16].C1(CNCC2CCCCC2)CCCCC1. The catalyst is CC(C)([P](C(C)(C)C)([Pd][P](C(C)(C)C)(C(C)(C)C)C(C)(C)C)C(C)(C)C)C.O1CCOCC1. The product is [F:8][C:3]1[C:2]([C:13]2[CH2:14][CH2:15][N:10]([CH3:9])[C:11](=[O:16])[CH:12]=2)=[CH:7][CH:6]=[CH:5][N:4]=1. The yield is 0.123. (9) The reactants are [Cl:1][C:2]1[CH:3]=[C:4]2[O:8][C:7](=S)[NH:6][C:5]2=[C:10]([C:12]([O:14][CH3:15])=[O:13])[CH:11]=1.O=P(Cl)(Cl)[Cl:18].P(Cl)(Cl)(Cl)(Cl)Cl. No catalyst specified. The product is [Cl:18][C:7]1[O:8][C:4]2[C:5](=[C:10]([C:12]([O:14][CH3:15])=[O:13])[CH:11]=[C:2]([Cl:1])[CH:3]=2)[N:6]=1. The yield is 0.990. (10) The reactants are Cl[S:2]([C:5]1[CH:6]=[C:7]2[C:11](=[CH:12][CH:13]=1)[NH:10][C:9](=[O:14])[CH2:8]2)(=[O:4])=[O:3].[F:15][C:16]([F:25])([F:24])[C:17]1[CH:23]=[CH:22][C:20]([NH2:21])=[CH:19][CH:18]=1.N1C=CC=CC=1. The catalyst is ClCCl. The product is [F:15][C:16]([F:24])([F:25])[C:17]1[CH:18]=[CH:19][C:20]([NH:21][S:2]([C:5]2[CH:6]=[C:7]3[C:11](=[CH:12][CH:13]=2)[NH:10][C:9](=[O:14])[CH2:8]3)(=[O:4])=[O:3])=[CH:22][CH:23]=1. The yield is 0.370.